Dataset: Catalyst prediction with 721,799 reactions and 888 catalyst types from USPTO. Task: Predict which catalyst facilitates the given reaction. (1) Reactant: [F:1][C:2]1[CH:3]=[C:4]([CH:47]=[CH:48][CH:49]=1)[CH2:5][N:6]1[CH:10]=[C:9]([C:11]2[C:19]3[C:14](=[N:15][CH:16]=[C:17]([C:20]4[CH:21]=[CH:22][C:23]([N:31]5[CH2:36][CH2:35][O:34][CH2:33][CH2:32]5)=[C:24]([NH:26][S:27]([CH3:30])(=[O:29])=[O:28])[CH:25]=4)[CH:18]=3)[N:13](S(C3C=CC(C)=CC=3)(=O)=O)[CH:12]=2)[CH:8]=[N:7]1.[OH-].[Li+]. Product: [F:1][C:2]1[CH:3]=[C:4]([CH:47]=[CH:48][CH:49]=1)[CH2:5][N:6]1[CH:10]=[C:9]([C:11]2[C:19]3[C:14](=[N:15][CH:16]=[C:17]([C:20]4[CH:21]=[CH:22][C:23]([N:31]5[CH2:32][CH2:33][O:34][CH2:35][CH2:36]5)=[C:24]([NH:26][S:27]([CH3:30])(=[O:29])=[O:28])[CH:25]=4)[CH:18]=3)[NH:13][CH:12]=2)[CH:8]=[N:7]1. The catalyst class is: 87. (2) Reactant: [CH3:1][O:2][C:3]1[CH:11]=[CH:10][C:6]([C:7]([OH:9])=[O:8])=[CH:5][C:4]=1[NH:12][C:13]([NH2:15])=[S:14].[CH3:16]O. Product: [CH3:16][O:8][C:7](=[O:9])[C:6]1[CH:10]=[CH:11][C:3]([O:2][CH3:1])=[C:4]([NH:12][C:13]([NH2:15])=[S:14])[CH:5]=1. The catalyst class is: 65. (3) Reactant: [NH2:1][C:2]([CH3:12])([CH3:11])[C:3]([C:5]1[CH:10]=[CH:9][CH:8]=[CH:7][CH:6]=1)=[O:4].C[C:14]1[CH:15]=[CH:16][C:17]([S:20](O)(=[O:22])=[O:21])=[CH:18][CH:19]=1.C1(S(Cl)(=O)=O)C=CC=CC=1.C(N(CC)CC)C. Product: [CH3:11][C:2]([NH:1][S:20]([C:17]1[CH:18]=[CH:19][CH:14]=[CH:15][CH:16]=1)(=[O:22])=[O:21])([CH3:12])[C:3](=[O:4])[C:5]1[CH:10]=[CH:9][CH:8]=[CH:7][CH:6]=1. The catalyst class is: 18. (4) Reactant: [CH3:1][C:2]1[N:3]([C:16]2[CH:21]=[CH:20][CH:19]=[CH:18][CH:17]=2)[C:4]([C:10]2[CH:15]=[CH:14][CH:13]=[CH:12][CH:11]=2)=[CH:5][C:6]=1[C:7](O)=[O:8].CN(C(F)=[N+:26]([CH3:28])C)C.F[P-](F)(F)(F)(F)F.CCN(C(C)C)C(C)C.[CH:46]1(NC)[CH2:51][CH2:50][CH2:49][CH2:48][CH2:47]1. Product: [CH:46]1([CH2:28][NH:26][C:7]([C:6]2[CH:5]=[C:4]([C:10]3[CH:15]=[CH:14][CH:13]=[CH:12][CH:11]=3)[N:3]([C:16]3[CH:21]=[CH:20][CH:19]=[CH:18][CH:17]=3)[C:2]=2[CH3:1])=[O:8])[CH2:51][CH2:50][CH2:49][CH2:48][CH2:47]1. The catalyst class is: 26. (5) Product: [C:1]([O:5][C:6]([N:8]1[CH2:13][CH2:12][CH:11]([O:14][C:15]2[CH:20]=[CH:19][C:18]([C:21]3[CH:26]=[CH:25][C:24](=[O:27])[NH:23][N:22]=3)=[C:17]([F:28])[CH:16]=2)[CH2:10][CH2:9]1)=[O:7])([CH3:4])([CH3:2])[CH3:3]. The catalyst class is: 16. Reactant: [C:1]([O:5][C:6]([N:8]1[CH2:13][CH2:12][CH:11]([O:14][C:15]2[CH:20]=[CH:19][C:18]([C:21]3[CH2:26][CH2:25][C:24](=[O:27])[NH:23][N:22]=3)=[C:17]([F:28])[CH:16]=2)[CH2:10][CH2:9]1)=[O:7])([CH3:4])([CH3:3])[CH3:2].C(=O)([O-])[O-].[Cs+].[Cs+].